Dataset: Peptide-MHC class I binding affinity with 185,985 pairs from IEDB/IMGT. Task: Regression. Given a peptide amino acid sequence and an MHC pseudo amino acid sequence, predict their binding affinity value. This is MHC class I binding data. (1) The peptide sequence is KLKHRDGFTK. The MHC is HLA-A11:01 with pseudo-sequence HLA-A11:01. The binding affinity (normalized) is 0.550. (2) The peptide sequence is VSTAQLKV. The MHC is H-2-Db with pseudo-sequence H-2-Db. The binding affinity (normalized) is 0.107. (3) The peptide sequence is IGMIFQNP. The MHC is H-2-Db with pseudo-sequence H-2-Db. The binding affinity (normalized) is 0.